Dataset: Reaction yield outcomes from USPTO patents with 853,638 reactions. Task: Predict the reaction yield, written as a fraction of the theoretical maximum amount of product (1.0 means a 100% yield; for example, 0.34 means a 34% yield). (1) The reactants are Br[C:2]1[CH:7]=[CH:6][C:5]([S:8]([NH:11][C:12]([CH3:15])([CH3:14])[CH3:13])(=[O:10])=[O:9])=[CH:4][CH:3]=1.[C:16]([C:18]1[N:22]([CH3:23])[C:21](B(O)O)=[CH:20][CH:19]=1)#[N:17].[F-].[K+].C(P(C(C)(C)C)C(C)(C)C)(C)(C)C. The catalyst is C1C=CC(/C=C/C(/C=C/C2C=CC=CC=2)=O)=CC=1.C1C=CC(/C=C/C(/C=C/C2C=CC=CC=2)=O)=CC=1.C1C=CC(/C=C/C(/C=C/C2C=CC=CC=2)=O)=CC=1.[Pd].[Pd]. The product is [C:12]([NH:11][S:8]([C:5]1[CH:6]=[CH:7][C:2]([C:21]2[N:22]([CH3:23])[C:18]([C:16]#[N:17])=[CH:19][CH:20]=2)=[CH:3][CH:4]=1)(=[O:10])=[O:9])([CH3:15])([CH3:14])[CH3:13]. The yield is 0.150. (2) The reactants are [NH2:1][C:2]1[C:11]([C:12]#N)=[CH:10][C:9]2[C:4](=[CH:5][CH:6]=[CH:7][CH:8]=2)[N:3]=1.[C:14]1([CH3:22])[CH:19]=[CH:18][C:17]([Mg]Br)=[CH:16][CH:15]=1.Cl.[OH-:24].[Na+]. The catalyst is O1CCCC1. The product is [NH2:1][C:2]1[C:11]([C:12]([C:17]2[CH:18]=[CH:19][C:14]([CH3:22])=[CH:15][CH:16]=2)=[O:24])=[CH:10][C:9]2[C:4](=[CH:5][CH:6]=[CH:7][CH:8]=2)[N:3]=1. The yield is 0.900.